This data is from Reaction yield outcomes from USPTO patents with 853,638 reactions. The task is: Predict the reaction yield, written as a fraction of the theoretical maximum amount of product (1.0 means a 100% yield; for example, 0.34 means a 34% yield). The reactants are [CH3:1][C:2]1[NH:3][C:4]2[C:9]([C:10]=1[CH2:11][C:12]([OH:14])=O)=[CH:8][CH:7]=[CH:6][CH:5]=2.CN(C(ON1N=NC2C=CC=NC1=2)=[N+](C)C)C.F[P-](F)(F)(F)(F)F.CCN(C(C)C)C(C)C.[F:48][C:49]1[C:57]([N+:58]([O-:60])=[O:59])=[CH:56][CH:55]=[C:54]2[C:50]=1[CH2:51][CH2:52][NH:53]2.C([O-])([O-])=O.[K+].[K+]. The catalyst is CN(C=O)C.O. The product is [F:48][C:49]1[C:57]([N+:58]([O-:60])=[O:59])=[CH:56][CH:55]=[C:54]2[C:50]=1[CH2:51][CH2:52][N:53]2[C:12](=[O:14])[CH2:11][C:10]1[C:9]2[C:4](=[CH:5][CH:6]=[CH:7][CH:8]=2)[NH:3][C:2]=1[CH3:1]. The yield is 0.570.